Dataset: Reaction yield outcomes from USPTO patents with 853,638 reactions. Task: Predict the reaction yield, written as a fraction of the theoretical maximum amount of product (1.0 means a 100% yield; for example, 0.34 means a 34% yield). (1) The reactants are I[C:2]1[C:10]2[C:5](=[N:6][CH:7]=[C:8]([C:11]3[CH:12]=[C:13]([CH:28]=[CH:29][CH:30]=3)[CH2:14][CH:15]3[CH2:20][CH2:19][N:18]([C:21]([O:23][C:24]([CH3:27])([CH3:26])[CH3:25])=[O:22])[CH2:17][CH2:16]3)[CH:9]=2)[N:4]([S:31]([C:34]2[CH:40]=[CH:39][C:37]([CH3:38])=[CH:36][CH:35]=2)(=[O:33])=[O:32])[CH:3]=1.[F:41][C:42]1[CH:43]=[C:44]([CH:60]=[CH:61][CH:62]=1)[CH2:45][N:46]1[CH:50]=[C:49](B2OC(C)(C)C(C)(C)O2)[CH:48]=[N:47]1.C(=O)([O-])[O-].[Na+].[Na+]. The catalyst is C1(C)C=CC=CC=1.C(O)C.O.C1C=CC(P([C]2[CH][CH][CH][CH]2)C2C=CC=CC=2)=CC=1.C1C=CC(P([C]2[CH][CH][CH][CH]2)C2C=CC=CC=2)=CC=1.Cl[Pd]Cl.[Fe]. The product is [F:41][C:42]1[CH:43]=[C:44]([CH:60]=[CH:61][CH:62]=1)[CH2:45][N:46]1[CH:50]=[C:49]([C:2]2[C:10]3[C:5](=[N:6][CH:7]=[C:8]([C:11]4[CH:12]=[C:13]([CH:28]=[CH:29][CH:30]=4)[CH2:14][CH:15]4[CH2:16][CH2:17][N:18]([C:21]([O:23][C:24]([CH3:26])([CH3:25])[CH3:27])=[O:22])[CH2:19][CH2:20]4)[CH:9]=3)[N:4]([S:31]([C:34]3[CH:40]=[CH:39][C:37]([CH3:38])=[CH:36][CH:35]=3)(=[O:33])=[O:32])[CH:3]=2)[CH:48]=[N:47]1. The yield is 0.623. (2) The reactants are [H-].[Na+].[F:3][C:4]([F:19])([F:18])[CH:5]([C:7]1[CH:12]=[CH:11][CH:10]=[CH:9][C:8]=1[C:13]1[O:14][CH:15]=[CH:16][CH:17]=1)[OH:6].[Cl:20][C:21]1[CH:26]=[C:25](Cl)[N:24]=[CH:23][N:22]=1.O. The catalyst is C1COCC1.C(OCC)(=O)C. The product is [Cl:20][C:21]1[CH:26]=[C:25]([O:6][CH:5]([C:7]2[CH:12]=[CH:11][CH:10]=[CH:9][C:8]=2[C:13]2[O:14][CH:15]=[CH:16][CH:17]=2)[C:4]([F:3])([F:18])[F:19])[N:24]=[CH:23][N:22]=1. The yield is 0.800. (3) The reactants are [C:1]([C:4]1[C:9]2[CH:10]=[CH:11][CH:12]=[C:13]([F:14])[C:8]=2[C:7](=[O:15])[O:6][C:5]=1[NH:16][C@@H:17]([CH:25]1[CH2:27][CH2:26]1)[C:18]1[CH:23]=[CH:22][CH:21]=[C:20]([F:24])[CH:19]=1)(=[O:3])[CH3:2].[OH-:28].[Na+]. The catalyst is O1CCCC1.CO. The product is [CH:25]1([C@H:17]([NH:16][C:5]([CH:4]([C:9]2[CH:10]=[CH:11][CH:12]=[C:13]([F:14])[C:8]=2[C:7]([OH:6])=[O:15])[C:1](=[O:3])[CH3:2])=[O:28])[C:18]2[CH:23]=[CH:22][CH:21]=[C:20]([F:24])[CH:19]=2)[CH2:27][CH2:26]1. The yield is 0.977. (4) The reactants are [Cl:1][C:2]1[CH:7]=[CH:6][N:5]=[C:4]([CH:8]([CH:10]2[CH2:12][CH2:11]2)[OH:9])[C:3]=1[CH3:13]. The catalyst is C(Cl)Cl.[O-2].[O-2].[Mn+4]. The product is [Cl:1][C:2]1[CH:7]=[CH:6][N:5]=[C:4]([C:8]([CH:10]2[CH2:11][CH2:12]2)=[O:9])[C:3]=1[CH3:13]. The yield is 0.980. (5) The reactants are CC(C)([O-])C.[K+].[CH3:7][C:8]([CH3:23])([CH2:14][C:15]1[CH:20]=[CH:19][C:18]([O:21][CH3:22])=[CH:17][CH:16]=1)[C:9]([O:11]CC)=[O:10].Cl. The catalyst is O.O1CCCC1. The product is [CH3:7][C:8]([CH3:23])([CH2:14][C:15]1[CH:16]=[CH:17][C:18]([O:21][CH3:22])=[CH:19][CH:20]=1)[C:9]([OH:11])=[O:10]. The yield is 0.960. (6) The reactants are [F:1][C:2]1[CH:7]=[CH:6][CH:5]=[CH:4][C:3]=1[N:8]1[C:16]2[C:11](=[C:12]([N:17]3[CH2:24][C@H:23]4[C@H:19]([CH2:20][NH:21][CH2:22]4)[C:18]3=[O:25])[CH:13]=[CH:14][CH:15]=2)[CH:10]=[N:9]1.[C:26]([O:30][CH2:31][CH2:32][C:33](O)=[O:34])(=[O:29])[CH:27]=[CH2:28].C(N(C(C)C)C(C)C)C.F[P-](F)(F)(F)(F)F.CN(C(N1C2C(=NC=CC=2)[N+]([O-])=N1)=[N+](C)C)C. The catalyst is O1CCCC1. The product is [C:26]([O:30][CH2:31][CH2:32][C:33]([N:21]1[CH2:20][C@H:19]2[C@H:23]([CH2:24][N:17]([C:12]3[CH:13]=[CH:14][CH:15]=[C:16]4[C:11]=3[CH:10]=[N:9][N:8]4[C:3]3[CH:4]=[CH:5][CH:6]=[CH:7][C:2]=3[F:1])[C:18]2=[O:25])[CH2:22]1)=[O:34])(=[O:29])[CH:27]=[CH2:28]. The yield is 0.460. (7) The reactants are [F:1][C:2]1([F:32])[CH2:6][NH:5][C@H:4]([CH2:7][N:8]2[C:12]3=[N:13][CH:14]=[N:15][C:16]([NH2:17])=[C:11]3[C:10]([C:18]3[CH:23]=[CH:22][C:21]([O:24][C:25]4[CH:30]=[CH:29][CH:28]=[CH:27][CH:26]=4)=[CH:20][C:19]=3[F:31])=[N:9]2)[CH2:3]1.[C:33]([CH2:35][C:36](O)=[O:37])#[N:34].CN(C(ON1N=NC2C=CC=NC1=2)=[N+](C)C)C.F[P-](F)(F)(F)(F)F. The catalyst is ClCCl. The product is [NH2:17][C:16]1[N:15]=[CH:14][N:13]=[C:12]2[N:8]([CH2:7][C@@H:4]3[CH2:3][C:2]([F:1])([F:32])[CH2:6][N:5]3[C:36](=[O:37])[CH2:35][C:33]#[N:34])[N:9]=[C:10]([C:18]3[CH:23]=[CH:22][C:21]([O:24][C:25]4[CH:30]=[CH:29][CH:28]=[CH:27][CH:26]=4)=[CH:20][C:19]=3[F:31])[C:11]=12. The yield is 0.770. (8) The reactants are [F:1][C:2]([F:36])([F:35])[C:3]1[CH:4]=[C:5]([C:13]([CH3:34])([CH3:33])[C:14]([N:16]([C:18]2[CH:19]=[N:20][C:21](Cl)=[CH:22][C:23]=2[C:24]2[CH:29]=[CH:28][C:27]([F:30])=[CH:26][C:25]=2[CH3:31])[CH3:17])=[O:15])[CH:6]=[C:7]([C:9]([F:12])([F:11])[F:10])[CH:8]=1.C(=O)([O-])[O-].[K+].[K+].Cl.FC(F)(F)C([NH:48][C@@H:49]1[CH2:53][CH2:52][NH:51][CH2:50]1)=O. The catalyst is CS(C)=O.COC(C)(C)C. The product is [NH2:48][C@@H:49]1[CH2:53][CH2:52][N:51]([C:21]2[N:20]=[CH:19][C:18]([N:16]([CH3:17])[C:14](=[O:15])[C:13]([C:5]3[CH:4]=[C:3]([C:2]([F:36])([F:35])[F:1])[CH:8]=[C:7]([C:9]([F:12])([F:11])[F:10])[CH:6]=3)([CH3:34])[CH3:33])=[C:23]([C:24]3[CH:29]=[CH:28][C:27]([F:30])=[CH:26][C:25]=3[CH3:31])[CH:22]=2)[CH2:50]1. The yield is 0.650. (9) The reactants are [C:1]([O:5][C:6]([NH:8][C:9]1[CH:14]=[CH:13][C:12]([N+:15]([O-])=O)=[CH:11][N:10]=1)=[O:7])([CH3:4])([CH3:3])[CH3:2]. The catalyst is CO.C(OCC)(=O)C.[Pd]. The product is [NH2:15][C:12]1[CH:13]=[CH:14][C:9]([NH:8][C:6]([O:5][C:1]([CH3:4])([CH3:3])[CH3:2])=[O:7])=[N:10][CH:11]=1. The yield is 0.970. (10) The reactants are CN(C(ON1N=NC2C=CC=NC1=2)=[N+](C)C)C.F[P-](F)(F)(F)(F)F.[C:25]1([S:31][C:32]2[S:33][C:34]([C:37]([OH:39])=O)=[CH:35][N:36]=2)[CH:30]=[CH:29][CH:28]=[CH:27][CH:26]=1.Cl.Cl.[NH2:42][C@@H:43]1[CH:48]2[CH2:49][CH2:50][N:45]([CH2:46][CH2:47]2)[CH2:44]1.CCN(C(C)C)C(C)C.[C:60]([OH:67])(=[O:66])/[CH:61]=[CH:62]/[C:63]([OH:65])=[O:64]. The catalyst is CN(C=O)C.C(Cl)Cl. The product is [C:60]([OH:67])(=[O:66])/[CH:61]=[CH:62]/[C:63]([OH:65])=[O:64].[N:45]12[CH2:50][CH2:49][CH:48]([CH2:47][CH2:46]1)[C@@H:43]([NH:42][C:37]([C:34]1[S:33][C:32]([S:31][C:25]3[CH:26]=[CH:27][CH:28]=[CH:29][CH:30]=3)=[N:36][CH:35]=1)=[O:39])[CH2:44]2. The yield is 0.720.